From a dataset of Full USPTO retrosynthesis dataset with 1.9M reactions from patents (1976-2016). Predict the reactants needed to synthesize the given product. (1) Given the product [CH3:24][N:25]([CH3:29])[C:26](=[O:27])[O:21][C:17]1[CH:18]=[CH:19][CH:20]=[C:15]([CH:12]2[C:13](=[O:14])[N:9]([C:4]3[CH:5]=[CH:6][C:7]([Cl:8])=[C:2]([Cl:1])[CH:3]=3)[C:10](=[O:23])[N:11]2[CH3:22])[CH:16]=1, predict the reactants needed to synthesize it. The reactants are: [Cl:1][C:2]1[CH:3]=[C:4]([N:9]2[C:13](=[O:14])[CH:12]([C:15]3[CH:20]=[CH:19][CH:18]=[C:17]([OH:21])[CH:16]=3)[N:11]([CH3:22])[C:10]2=[O:23])[CH:5]=[CH:6][C:7]=1[Cl:8].[CH3:24][N:25]([CH3:29])[C:26](Cl)=[O:27]. (2) Given the product [Br:6][C:7]1[CH:12]=[CH:11][C:10]([CH:13]2[C:14](=[O:15])[C:19]3[C:20]([O:27][CH2:28][CH3:29])=[CH:21][C:22]([O:24][CH2:25][CH3:26])=[CH:23][C:18]=3[O:17]2)=[CH:9][CH:8]=1, predict the reactants needed to synthesize it. The reactants are: P(Cl)(Cl)(Cl)=O.[Br:6][C:7]1[CH:12]=[CH:11][C:10]([CH:13]([O:17][C:18]2[CH:23]=[C:22]([O:24][CH2:25][CH3:26])[CH:21]=[C:20]([O:27][CH2:28][CH3:29])[CH:19]=2)[C:14](O)=[O:15])=[CH:9][CH:8]=1.